From a dataset of Full USPTO retrosynthesis dataset with 1.9M reactions from patents (1976-2016). Predict the reactants needed to synthesize the given product. The reactants are: N#N.C[O:4][C:5]([CH:7]1[CH2:12][CH2:11][CH:10]([NH:13][C:14](=[O:29])[CH2:15][CH2:16][C:17]2[CH:22]=[C:21]([O:23]C)[C:20]([O:25]C)=[C:19]([O:27]C)[CH:18]=2)[CH2:9][CH2:8]1)=[O:6].B(Br)(Br)Br.O. Given the product [OH:23][C:21]1[CH:22]=[C:17]([CH2:16][CH2:15][C:14]([NH:13][C@@H:10]2[CH2:11][CH2:12][C@H:7]([C:5]([OH:6])=[O:4])[CH2:8][CH2:9]2)=[O:29])[CH:18]=[C:19]([OH:27])[C:20]=1[OH:25], predict the reactants needed to synthesize it.